This data is from Catalyst prediction with 721,799 reactions and 888 catalyst types from USPTO. The task is: Predict which catalyst facilitates the given reaction. (1) Reactant: [O:1]1[CH2:6][CH2:5][N:4]([C:7]2[C:8]([NH2:26])=[N:9][C:10]3[C:15]([CH:16]=2)=[CH:14][C:13](B2OC(C)(C)C(C)(C)O2)=[CH:12][CH:11]=3)[CH2:3][CH2:2]1.[Cl:27][C:28]1[C:29](I)=[C:30]([CH:35]=[CH:36][CH:37]=1)[C:31]([O:33][CH3:34])=[O:32].C1(P(C2C=CC=CC=2)C2C=CC=CC=2)C=CC=CC=1.P([O-])([O-])([O-])=O.[K+].[K+].[K+]. Product: [NH2:26][C:8]1[C:7]([N:4]2[CH2:3][CH2:2][O:1][CH2:6][CH2:5]2)=[CH:16][C:15]2[C:10](=[CH:11][CH:12]=[C:13]([C:29]3[C:28]([Cl:27])=[CH:37][CH:36]=[CH:35][C:30]=3[C:31]([O:33][CH3:34])=[O:32])[CH:14]=2)[N:9]=1. The catalyst class is: 318. (2) Reactant: [Cl:1][C:2]1[CH:3]=[C:4]([C:9]([C:11]2[C:16]([CH2:17][CH3:18])=[C:15]([O:19]C)[N:14]=[C:13]([O:21]C)[N:12]=2)=[O:10])[CH:5]=[C:6]([Cl:8])[CH:7]=1. Product: [Cl:1][C:2]1[CH:3]=[C:4]([CH:5]=[C:6]([Cl:8])[CH:7]=1)[C:9]([C:11]1[NH:12][C:13](=[O:21])[NH:14][C:15](=[O:19])[C:16]=1[CH2:17][CH3:18])=[O:10]. The catalyst class is: 33.